This data is from Reaction yield outcomes from USPTO patents with 853,638 reactions. The task is: Predict the reaction yield, written as a fraction of the theoretical maximum amount of product (1.0 means a 100% yield; for example, 0.34 means a 34% yield). The reactants are C([O:8][C:9]1[CH:10]=[CH:11][C:12]([N:15]2[CH2:20][CH2:19][N:18]([S:21]([CH3:24])(=[O:23])=[O:22])[CH2:17][CH2:16]2)=[N:13][CH:14]=1)C1C=CC=CC=1. The catalyst is C(O)(C(F)(F)F)=O. The product is [CH3:24][S:21]([N:18]1[CH2:17][CH2:16][N:15]([C:12]2[N:13]=[CH:14][C:9]([OH:8])=[CH:10][CH:11]=2)[CH2:20][CH2:19]1)(=[O:23])=[O:22]. The yield is 0.970.